Predict which catalyst facilitates the given reaction. From a dataset of Catalyst prediction with 721,799 reactions and 888 catalyst types from USPTO. Reactant: [Cl:1][C:2]1[S:3][C:4]([S:7](Cl)(=[O:9])=[O:8])=[CH:5][N:6]=1.[NH4+:11].[OH-]. Product: [Cl:1][C:2]1[S:3][C:4]([S:7]([NH2:11])(=[O:9])=[O:8])=[CH:5][N:6]=1. The catalyst class is: 424.